Dataset: PAMPA (Parallel Artificial Membrane Permeability Assay) permeability data from NCATS. Task: Regression/Classification. Given a drug SMILES string, predict its absorption, distribution, metabolism, or excretion properties. Task type varies by dataset: regression for continuous measurements (e.g., permeability, clearance, half-life) or binary classification for categorical outcomes (e.g., BBB penetration, CYP inhibition). Dataset: pampa_ncats. The drug is C[C@]1([C@@H]([C@H](O[C@H]1N2C=CC(=NC2=O)N)CO)O)O. The result is 0 (low-to-moderate permeability).